From a dataset of Forward reaction prediction with 1.9M reactions from USPTO patents (1976-2016). Predict the product of the given reaction. Given the reactants [N-:1]=[N+:2]=[N-:3].[Na+].[CH2:5]([N:12]1[C:17](=[O:18])[C:16]2[CH:19]=[CH:20][N:21]=[CH:22][C:15]=2[N:14]=[C:13]1[CH:23](Br)[CH:24]([CH3:26])[CH3:25])[C:6]1[CH:11]=[CH:10][CH:9]=[CH:8][CH:7]=1.CCOCC, predict the reaction product. The product is: [N:1]([CH:23]([C:13]1[N:12]([CH2:5][C:6]2[CH:11]=[CH:10][CH:9]=[CH:8][CH:7]=2)[C:17](=[O:18])[C:16]2[CH:19]=[CH:20][N:21]=[CH:22][C:15]=2[N:14]=1)[CH:24]([CH3:26])[CH3:25])=[N+:2]=[N-:3].